Dataset: Full USPTO retrosynthesis dataset with 1.9M reactions from patents (1976-2016). Task: Predict the reactants needed to synthesize the given product. Given the product [CH3:5][N:4]1[CH:20]=[C:18]([C:5]2[N:4]=[N:3][C:2]([NH2:1])=[CH:7][CH:6]=2)[CH:2]=[N:3]1, predict the reactants needed to synthesize it. The reactants are: [NH2:1][C:2]1[N:3]=[N:4][C:5](Cl)=[CH:6][CH:7]=1.C([O-])([O-])=O.[Na+].[Na+].CCO[C:18]([CH3:20])=O.